Dataset: Forward reaction prediction with 1.9M reactions from USPTO patents (1976-2016). Task: Predict the product of the given reaction. (1) Given the reactants Br[CH2:2][C:3]([C:5]1[CH:6]=[CH:7][C:8]([N:11]2[CH:15]=[N:14][CH:13]=[N:12]2)=[N:9][CH:10]=1)=O.[NH2:16][C:17]1[CH:22]=[CH:21][C:20]([I:23])=[CH:19][N:18]=1, predict the reaction product. The product is: [I:23][C:20]1[CH:21]=[CH:22][C:17]2[N:18]([CH:2]=[C:3]([C:5]3[CH:6]=[CH:7][C:8]([N:11]4[CH:15]=[N:14][CH:13]=[N:12]4)=[N:9][CH:10]=3)[N:16]=2)[CH:19]=1. (2) Given the reactants [OH:1][C:2]1[CH:7]=[CH:6][C:5]([C:8]2([C:14]#[N:15])[CH2:13][CH2:12][O:11][CH2:10][CH2:9]2)=[CH:4][CH:3]=1.Cl[CH2:17][CH2:18][CH2:19][N:20]1[CH2:24][CH2:23][CH2:22][CH2:21]1.CN(C=O)C.C([O-])([O-])=O.[K+].[K+], predict the reaction product. The product is: [N:20]1([CH2:19][CH2:18][CH2:17][O:1][C:2]2[CH:7]=[CH:6][C:5]([C:8]3([C:14]#[N:15])[CH2:13][CH2:12][O:11][CH2:10][CH2:9]3)=[CH:4][CH:3]=2)[CH2:24][CH2:23][CH2:22][CH2:21]1. (3) Given the reactants [OH:1][C:2]1[C:11]([CH:12](O)[CH2:13][CH3:14])=[C:10]2[C:5]([C:6](=[O:27])[N:7]([C:19]3[CH:26]=[CH:25][C:22]([C:23]#[N:24])=[CH:21][CH:20]=3)[C:8]([CH:16]([CH3:18])[CH3:17])=[N:9]2)=[CH:4][CH:3]=1.[SiH](CC)(CC)CC.C(O)(C(F)(F)F)=O.C([O-])(O)=O.[Na+], predict the reaction product. The product is: [OH:1][C:2]1[C:11]([CH2:12][CH2:13][CH3:14])=[C:10]2[C:5]([C:6](=[O:27])[N:7]([C:19]3[CH:20]=[CH:21][C:22]([C:23]#[N:24])=[CH:25][CH:26]=3)[C:8]([CH:16]([CH3:18])[CH3:17])=[N:9]2)=[CH:4][CH:3]=1. (4) Given the reactants Cl.[NH:2]1[CH:6]=[CH:5][CH:4]=[C:3]1[C:7]1[O:11][N:10]=[C:9]([C@H:12]2[CH2:17][CH2:16][CH2:15][NH:14][CH2:13]2)[N:8]=1.C([N:20]([CH2:23][CH3:24])[CH2:21][CH3:22])C.[F:25][C:26]1[CH:27]=[C:28]([CH:32]=[CH:33][C:34]=1[F:35])[C:29](Cl)=[O:30].O.Cl[CH2:38]Cl, predict the reaction product. The product is: [F:35][C:34]1[CH:33]=[CH:32][C:28]([C:29]([N:2]2[CH2:6][CH2:5][CH2:4][C@H:3]([C:7]3[O:11][N:10]=[C:9]([C:23]4[NH:20][CH:21]=[CH:22][CH:24]=4)[N:8]=3)[CH2:38]2)=[O:30])=[CH:27][CH:26]=1.[F:25][C:26]1[CH:27]=[C:28]([C:29]([N:14]2[CH2:15][CH2:16][CH2:17][C@H:12]([C:9]3[N:8]=[C:7]([C:3]4[NH:2][CH:6]=[CH:5][CH:4]=4)[O:11][N:10]=3)[CH2:13]2)=[O:30])[CH:32]=[CH:33][C:34]=1[F:35]. (5) Given the reactants [CH:1]1([NH:4][C:5]2[C:10]([C:11]([OH:13])=O)=[CH:9][C:8]([F:14])=[C:7]([N:15]3[CH2:19][CH2:18][CH2:17][CH2:16]3)[N:6]=2)[CH2:3][CH2:2]1.ON1C2C=CC=CC=2N=N1.C(N=C=NCCCN(C)C)C.Cl.[CH2:42]([O:49][NH2:50])[C:43]1[CH:48]=[CH:47][CH:46]=[CH:45][CH:44]=1.C(N(CC)CC)C, predict the reaction product. The product is: [CH2:42]([O:49][NH:50][C:11]([C:10]1[C:5]([NH:4][CH:1]2[CH2:2][CH2:3]2)=[N:6][C:7]([N:15]2[CH2:19][CH2:18][CH2:17][CH2:16]2)=[C:8]([F:14])[CH:9]=1)=[O:13])[C:43]1[CH:48]=[CH:47][CH:46]=[CH:45][CH:44]=1. (6) Given the reactants [NH2:1][CH2:2][CH2:3][C:4]1[CH:25]=[CH:24][C:7]([NH:8][C:9]2[C:14]([NH:15][C:16](=[O:23])[C:17]3[CH:22]=[CH:21][CH:20]=[CH:19][CH:18]=3)=[CH:13][CH:12]=[CH:11][N:10]=2)=[CH:6][CH:5]=1.C([Si]([O:43][C:44]1[CH:49]=[CH:48][C:47]([O:50][CH2:51][CH:52]2[CH2:54][O:53]2)=[CH:46][CH:45]=1)(C1C=CC=CC=1)C1C=CC=CC=1)(C)(C)C, predict the reaction product. The product is: [OH:53][C@H:52]([CH2:51][O:50][C:47]1[CH:48]=[CH:49][C:44]([OH:43])=[CH:45][CH:46]=1)[CH2:54][NH:1][CH2:2][CH2:3][C:4]1[CH:5]=[CH:6][C:7]([NH:8][C:9]2[C:14]([NH:15][C:16](=[O:23])[C:17]3[CH:18]=[CH:19][CH:20]=[CH:21][CH:22]=3)=[CH:13][CH:12]=[CH:11][N:10]=2)=[CH:24][CH:25]=1. (7) The product is: [CH:28]1([N:7]2[CH2:6][C@@H:3]3[C@@H:2]([N:1]([C:9]4[CH:14]=[CH:13][C:12]([C:15]5[CH:20]=[CH:19][C:18]([N:21]6[C:26](=[O:27])[CH:25]=[CH:24][CH:23]=[N:22]6)=[CH:17][CH:16]=5)=[CH:11][CH:10]=4)[CH2:5][CH2:4]3)[CH2:8]2)[CH2:31][CH2:30][CH2:29]1. Given the reactants [N:1]1([C:9]2[CH:14]=[CH:13][C:12]([C:15]3[CH:20]=[CH:19][C:18]([N:21]4[C:26](=[O:27])[CH:25]=[CH:24][CH:23]=[N:22]4)=[CH:17][CH:16]=3)=[CH:11][CH:10]=2)[CH2:5][CH2:4][C@@H:3]2[CH2:6][NH:7][CH2:8][C@H:2]12.[C:28]1(=O)[CH2:31][CH2:30][CH2:29]1.C(O[BH-](OC(=O)C)OC(=O)C)(=O)C.[Na+], predict the reaction product. (8) Given the reactants [C:1]([C:3]1[CH:4]=[C:5]([CH:36]=[CH:37][CH:38]=1)[CH2:6][N:7]([C:29]1[CH:34]=[CH:33][C:32]([OH:35])=[CH:31][CH:30]=1)[CH:8]1[CH2:13][CH2:12][N:11]([CH:14]([CH3:28])[CH2:15][CH2:16][NH:17][C:18](=[O:27])[C:19]2[C:24]([CH3:25])=[CH:23][CH:22]=[CH:21][C:20]=2[CH3:26])[CH2:10][CH2:9]1)#[N:2].CCN(CC)CC.Cl[C:47]([O:49][CH3:50])=[O:48], predict the reaction product. The product is: [CH3:50][O:49][C:47](=[O:48])[O:35][C:32]1[CH:33]=[CH:34][C:29]([N:7]([CH2:6][C:5]2[CH:36]=[CH:37][CH:38]=[C:3]([C:1]#[N:2])[CH:4]=2)[CH:8]2[CH2:13][CH2:12][N:11]([CH:14]([CH3:28])[CH2:15][CH2:16][NH:17][C:18](=[O:27])[C:19]3[C:24]([CH3:25])=[CH:23][CH:22]=[CH:21][C:20]=3[CH3:26])[CH2:10][CH2:9]2)=[CH:30][CH:31]=1.